Binary Classification. Given a miRNA mature sequence and a target amino acid sequence, predict their likelihood of interaction. From a dataset of Experimentally validated miRNA-target interactions with 360,000+ pairs, plus equal number of negative samples. (1) The miRNA is hsa-miR-335-5p with sequence UCAAGAGCAAUAACGAAAAAUGU. The protein sequence of the target gene is MPIQPFDQREWNEPMHSLRISVGGLPVLASMTKATDPRFRPRWRVILTSFVGAALLWLLYSHHQGPVPGRPPTHNAHNWRLSQQRISHYNDTYPLSPPQRTPGGIRYRIAVIADLDTGSRAQEENTWFSYLKKGYLTLSDSGDRVSVEWDKDHGVLESHLAEKGRGMELSDLIVFNGKLYSVDDRTGVIYQIEGTKAVPWVILSDGDGTVEKGFKAEWLAVKDEHLYVGGLGKEWTTTTGEVMNENPEWVKVVGHRGSVDHENWVSSYNALRAAAGIRPPGYLIHESACWSDTLQRWFFL.... Result: 0 (no interaction). (2) The miRNA is hsa-miR-124-3p with sequence UAAGGCACGCGGUGAAUGCCAA. The protein sequence of the target gene is MSSGASASALQRLVEQLKLEAGVERIKVSQAAAELQQYCMQNACKDALLVGVPAGSNPFREPRSCALL. Result: 1 (interaction). (3) The miRNA is hsa-miR-301a-3p with sequence CAGUGCAAUAGUAUUGUCAAAGC. The protein sequence of the target gene is MLPFLLATLGTTALNNSNPKDYCYSARIRSTVLQGLPFGGVPTVLALDFMCFLALLFLFSILRKVAWDYGRLALVTDADRLRRQERDRVEQEYVASAMHGDSHDRYERLTSVSSSVDFDQRDNGFCSWLTAIFRIKDDEIRDKCGGDAVHYLSFQRHIIGLLVVVGVLSVGIVLPVNFSGDLLENNAYSFGRTTIANLKSGNNLLWLHTSFAFLYLLLTVYSMRRHTSKMRYKEDDLVKRTLFINGISKYAESEKIKKHFEEAYPNCTVLEARPCYNVARLMFLDAERKKAERGKLYFTN.... Result: 0 (no interaction). (4) The miRNA is hsa-miR-7156-5p with sequence UUGUUCUCAAACUGGCUGUCAGA. The protein sequence of the target gene is MQRANHSTVTQFILVGFSVFPHLQLMLFLLFLLMYLFTLLGNLLIMATVWSERSLHTPMYLFLCALSVSEILYTVAIIPRMLADLLSTQRSIAFLACASQMFFSFSFGFTHSFLLTVMGYDRYVAICHPLRYNVLMSPRGCACLVGCSWAGGLVMGMVVTSAIFHLAFCGHKEIHHFACHVPPLLKLACGDDVLVVAKGVGLVCITALLGCFLLILLSYAFIVAAILKIPSAEGRNKAFSTCASHLTVVVVHYGFASVIYLKPKSPQSLEGDTLMGITYTVLTPFLSPIIFSLRNKELKV.... Result: 0 (no interaction).